This data is from Peptide-MHC class II binding affinity with 134,281 pairs from IEDB. The task is: Regression. Given a peptide amino acid sequence and an MHC pseudo amino acid sequence, predict their binding affinity value. This is MHC class II binding data. The peptide sequence is FERLAITKGKVDPTD. The MHC is DRB1_1001 with pseudo-sequence DRB1_1001. The binding affinity (normalized) is 0.549.